From a dataset of Full USPTO retrosynthesis dataset with 1.9M reactions from patents (1976-2016). Predict the reactants needed to synthesize the given product. The reactants are: ClC1C=C(CCC[N:11]([C@H:25]2[CH2:30][CH2:29][C@H:28]([CH3:31])[CH2:27][CH2:26]2)[C:12](=[O:24])NC2SC(SCC(O)=O)=CN=2)C=CC=1.[F:32][C:33]1[CH:38]=[CH:37][C:36]([CH2:39][CH2:40][C:41](O)=O)=[CH:35][CH:34]=1.C([O:46][C:47](=[O:58])[C:48]([S:51][C:52]1[S:56][C:55]([NH2:57])=[N:54][CH:53]=1)([CH3:50])[CH3:49])C. Given the product [F:32][C:33]1[CH:34]=[CH:35][C:36]([CH2:39][CH2:40][CH2:41][N:11]([C@H:25]2[CH2:30][CH2:29][C@H:28]([CH3:31])[CH2:27][CH2:26]2)[C:12](=[O:24])[NH:57][C:55]2[S:56][C:52]([S:51][C:48]([CH3:49])([CH3:50])[C:47]([OH:46])=[O:58])=[CH:53][N:54]=2)=[CH:37][CH:38]=1, predict the reactants needed to synthesize it.